Regression. Given a peptide amino acid sequence and an MHC pseudo amino acid sequence, predict their binding affinity value. This is MHC class I binding data. From a dataset of Peptide-MHC class I binding affinity with 185,985 pairs from IEDB/IMGT. (1) The peptide sequence is TTIGEWAFW. The MHC is HLA-C04:01 with pseudo-sequence HLA-C04:01. The binding affinity (normalized) is 0.213. (2) The peptide sequence is TIEGRKVMLY. The MHC is HLA-A02:06 with pseudo-sequence HLA-A02:06. The binding affinity (normalized) is 0. (3) The peptide sequence is YRATYSMAL. The MHC is HLA-C07:01 with pseudo-sequence HLA-C07:01. The binding affinity (normalized) is 0.820. (4) The peptide sequence is MTQNISNDK. The MHC is HLA-B27:03 with pseudo-sequence HLA-B27:03. The binding affinity (normalized) is 0.0847. (5) The peptide sequence is MAMTTVLSI. The MHC is HLA-B53:01 with pseudo-sequence HLA-B53:01. The binding affinity (normalized) is 0.921.